Dataset: CYP2D6 inhibition data for predicting drug metabolism from PubChem BioAssay. Task: Regression/Classification. Given a drug SMILES string, predict its absorption, distribution, metabolism, or excretion properties. Task type varies by dataset: regression for continuous measurements (e.g., permeability, clearance, half-life) or binary classification for categorical outcomes (e.g., BBB penetration, CYP inhibition). Dataset: cyp2d6_veith. The molecule is CCCCn1nc(-c2ccccc2)c2nc3ccccc3nc21. The result is 0 (non-inhibitor).